From a dataset of Reaction yield outcomes from USPTO patents with 853,638 reactions. Predict the reaction yield, written as a fraction of the theoretical maximum amount of product (1.0 means a 100% yield; for example, 0.34 means a 34% yield). (1) The reactants are [CH3:1][C:2]1[C:16](=[O:17])[N:15]=[C:14]2[N:4]([C@@H:5]3[O:9][C@H:8]([CH2:10][OH:11])[C@@H:7]([OH:12])[C@@H:6]3[O:13]2)[CH:3]=1.[CH3:18][O:19][CH2:20][CH2:21][O:22]B([O:22][CH2:21][CH2:20][O:19][CH3:18])[O:22][CH2:21][CH2:20][O:19][CH3:18]. The catalyst is COCCO. The product is [CH3:18][O:19][CH2:20][CH2:21][O:22][C@@H:6]1[C@H:7]([OH:12])[C@@H:8]([CH2:10][OH:11])[O:9][C@H:5]1[N:4]1[CH:3]=[C:2]([CH3:1])[C:16](=[O:17])[NH:15][C:14]1=[O:13]. The yield is 0.630. (2) The reactants are [Cl:1][C:2]1[CH:3]=[C:4]2[C:8](=[CH:9][CH:10]=1)[NH:7][CH:6]=[C:5]2[CH2:11][CH2:12][NH:13][C:14](=[O:22])[C:15]1[CH:20]=[CH:19][CH:18]=[CH:17][C:16]=1I.B(O)(O)[C:24]1[CH:25]=[CH:26][C:27]([CH3:30])=[CH:28][CH:29]=1.C(=O)([O-])[O-].[Na+].[Na+]. The catalyst is C(COC)OC.O.C1C=CC([P]([Pd]([P](C2C=CC=CC=2)(C2C=CC=CC=2)C2C=CC=CC=2)([P](C2C=CC=CC=2)(C2C=CC=CC=2)C2C=CC=CC=2)[P](C2C=CC=CC=2)(C2C=CC=CC=2)C2C=CC=CC=2)(C2C=CC=CC=2)C2C=CC=CC=2)=CC=1. The product is [Cl:1][C:2]1[CH:3]=[C:4]2[C:8](=[CH:9][CH:10]=1)[NH:7][CH:6]=[C:5]2[CH2:11][CH2:12][NH:13][C:14]([C:15]1[C:16]([C:24]2[CH:29]=[CH:28][C:27]([CH3:30])=[CH:26][CH:25]=2)=[CH:17][CH:18]=[CH:19][CH:20]=1)=[O:22]. The yield is 0.700. (3) The reactants are [CH:1]([N:4]1[CH2:9][CH2:8][N:7]([C:10]2[CH:15]=[C:14]([N:16](C)[C:17](=O)C)[CH:13]=[CH:12][N:11]=2)[CH2:6][CH2:5]1)([CH3:3])[CH3:2].[ClH:21]. The catalyst is O.O1CCOCC1. The product is [ClH:21].[CH:1]([N:4]1[CH2:5][CH2:6][N:7]([C:10]2[CH:15]=[C:14]([NH:16][CH3:17])[CH:13]=[CH:12][N:11]=2)[CH2:8][CH2:9]1)([CH3:3])[CH3:2]. The yield is 0.760.